This data is from Reaction yield outcomes from USPTO patents with 853,638 reactions. The task is: Predict the reaction yield, written as a fraction of the theoretical maximum amount of product (1.0 means a 100% yield; for example, 0.34 means a 34% yield). (1) The reactants are I.[OH:2][CH:3]1[C@@H:7]([NH:8][C:9](=[O:32])[C@H:10]([CH2:28][CH:29]([CH3:31])[CH3:30])[NH:11][C:12](=[NH:27])[C:13]2[CH:26]=[CH:25][C:24]3[S:23][C:22]4[C:17](=[CH:18][CH:19]=[CH:20][CH:21]=4)[NH:16][C:15]=3[CH:14]=2)[CH2:6][CH2:5][O:4]1.[Cl-:33]. The catalyst is O. The product is [ClH:33].[OH:2][CH:3]1[C@@H:7]([NH:8][C:9](=[O:32])[C@H:10]([CH2:28][CH:29]([CH3:30])[CH3:31])[NH:11][C:12](=[NH:27])[C:13]2[CH:26]=[CH:25][C:24]3[S:23][C:22]4[C:17](=[CH:18][CH:19]=[CH:20][CH:21]=4)[NH:16][C:15]=3[CH:14]=2)[CH2:6][CH2:5][O:4]1. The yield is 0.740. (2) The reactants are [C:1]([C:4]1[CH:11]=[CH:10][C:7]([C:8]#[N:9])=[CH:6][CH:5]=1)(=[O:3])[CH3:2].ClC1C=C(C2O[N:23]=[C:22]([C:25]([OH:27])=[O:26])C=2)C=CC=1F. No catalyst specified. The product is [C:8]([C:7]1[CH:10]=[CH:11][C:4]([C:1]2[O:3][N:23]=[C:22]([C:25]([OH:27])=[O:26])[CH:2]=2)=[CH:5][CH:6]=1)#[N:9]. The yield is 0.468. (3) The reactants are [Br:1][C:2]1[CH:7]=[CH:6][C:5]([CH:8]2[CH2:13][CH2:12][S:11](=[O:15])(=[O:14])[NH:10][C:9]2=O)=[CH:4][CH:3]=1.CC(C)([O-])C.[K+]. The catalyst is O1CCCC1. The product is [Br:1][C:2]1[CH:3]=[CH:4][C:5]([CH:8]2[CH2:13][CH2:12][S:11](=[O:15])(=[O:14])[NH:10][CH2:9]2)=[CH:6][CH:7]=1. The yield is 0.170. (4) The reactants are [F:1][C:2]([F:9])([F:8])[C:3](=O)[CH2:4][C:5]#[N:6].Cl.[C:11]1([NH:17][NH2:18])[CH:16]=[CH:15][CH:14]=[CH:13][CH:12]=1. The catalyst is CCO. The product is [C:11]1([N:17]2[C:5]([NH2:6])=[CH:4][C:3]([C:2]([F:9])([F:8])[F:1])=[N:18]2)[CH:16]=[CH:15][CH:14]=[CH:13][CH:12]=1. The yield is 0.910. (5) The reactants are [C:1]([O:5][NH:6][C:7]1[CH:12]=[CH:11][CH:10]=[CH:9][C:8]=1[NH:13][C:14](=[O:31])[C:15]1[CH:20]=[CH:19][C:18]([C:21]2[N:26]=[C:25](S(C)(=O)=O)[N:24]=[CH:23][CH:22]=2)=[CH:17][CH:16]=1)([CH3:4])([CH3:3])[CH3:2].NCCC[N:36]1[CH2:41][CH2:40][O:39][CH2:38][CH2:37]1. The catalyst is C1COCC1.CN(C)C(=O)C. The product is [C:1]([O:5][NH:6][C:7]1[CH:12]=[CH:11][CH:10]=[CH:9][C:8]=1[NH:13][C:14](=[O:31])[C:15]1[CH:20]=[CH:19][C:18]([C:21]2[N:26]=[C:25]([CH2:9][CH2:8][CH2:7][NH:6][N:36]3[CH2:37][CH2:38][O:39][CH2:40][CH2:41]3)[N:24]=[CH:23][CH:22]=2)=[CH:17][CH:16]=1)([CH3:4])([CH3:3])[CH3:2]. The yield is 0.920.